Task: Token-level Classification. Given an antigen amino acid sequence, predict which amino acid positions are active epitope sites capable of antibody binding. Output is a list of indices for active positions.. Dataset: B-cell epitopes from IEDB database with 3,159 antigens for binding position prediction (1) Given the antigen sequence: MAGLTAAAPRPGVLLLLLSILHPSRPGGVPGAIPGGVPGGVFYPGAGLGALGGGALGPGGKPLKPVPGGLAGAGLGAGLGAFPAVTFPGALVPGGVADAAAAYKAAKAGAGLGGVPGVGGLGVSAGAVVPQPGAGVKPGKVPGVGLPGVYPGGVLPGARFPGVGVLPGVPTGAGVKPKAPGVGGAFAGIPGVGPFGGPQPGVPLGYPIKAPKLPGGYGLPYTTGKLPYGYGPGGVAGAAGKAGYPTGTGVGPQAAAAAAAKAAAKFGAGAAGVLPGVGGAGVPGVPGAIPGIGGIAGVGTPAAAAAAAAAAKAAKYGAAAGLVPGGPGFGPGVVGVPGAGVPGVGVPGAGIPVVPGAGIPGAAVPGVVSPEAAAKAAAKAAKYGARPGVGVGGIPTYGVGAGGFPGFGVGVGGIPGVAGVPGVGGVPGVGGVPGVGISPEAQAAAAAKAAKYGLVPGVGVAPGVGVAPGVGVAPGVGLAPGVGVAPGVGVAPGVGVAPGI..., which amino acid positions are active epitope sites? The epitope positions are: [74, 75, 76, 77, 78, 79]. The amino acids at these positions are: LGAGLG. (2) Given the antigen sequence: MANLGYWLLALFVTMWTDVGLCKKRPKPGGWNTGGSRYPGQGSPGGNRYPPQGGTWGQPHGGGWGQPHGGSWGQPHGGSWGQPHGGGWGQGGGTHNQWNKPSKPKTNFKHVAGAAAAGAVVGGLGGYMLGSAMSRPMIHFGNDWEDRYYRENMYRYPNQVYYRPVDQYSNQNNFVHDCVNITIKQHTVVTTTKGENFTETDVKMMERVVEQMCVTQYQKESQAYYDGRRSSSTVLFSSPPVILLISFLIFLIVG, which amino acid positions are active epitope sites? The epitope positions are: [93, 94, 95, 96, 97, 98, 99, 100, 101, 102, 103, 104, 105, 106, 107, 108]. The amino acids at these positions are: THNQWNKPSKPKTNFK. (3) Given the antigen sequence: MDDDIAALVVDNGSGMC, which amino acid positions are active epitope sites? The epitope positions are: [0, 1, 2, 3, 4, 5, 6, 7, 8, 9, 10, 11, 12, 13, 14]. The amino acids at these positions are: MDDDIAALVVDNGSG.